Task: Predict the reactants needed to synthesize the given product.. Dataset: Full USPTO retrosynthesis dataset with 1.9M reactions from patents (1976-2016) (1) Given the product [C:1]1([C:16]2[CH:17]=[CH:18][CH:19]=[CH:20][CH:21]=2)[CH:6]=[CH:5][CH:4]=[CH:3][C:2]=1[C:7]1[CH:15]=[CH:14][CH:13]=[C:12]2[C:8]=1[CH2:9][C:10](=[O:24])[NH:11]2, predict the reactants needed to synthesize it. The reactants are: [C:1]1([C:16]2[CH:21]=[CH:20][CH:19]=[CH:18][CH:17]=2)[CH:6]=[CH:5][CH:4]=[CH:3][C:2]=1[C:7]1[CH:15]=[CH:14][CH:13]=[C:12]2[C:8]=1[CH:9]=[CH:10][NH:11]2.C([OH:24])C.C(O)(=O)C.[Br-].[Br-].[Br-].[NH+]1C=CC=CC=1.[NH+]1C=CC=CC=1.[NH+]1C=CC=CC=1. (2) Given the product [F:1][C:2]1[C:9]([I:10])=[CH:8][CH:7]=[CH:6][C:20]=1[C:21]([OH:16])=[O:12], predict the reactants needed to synthesize it. The reactants are: [F:1][C:2]1[C:9]([I:10])=[CH:8][CH:7]=[CH:6]C=1C#N.S(=O)(=O)(O)[OH:12].[O:16]1[CH2:21][CH2:20]OCC1. (3) Given the product [CH3:20][C:17]1[CH:18]=[CH:19][C:14]([S:11]([N:7]2[C:8]3[C:4](=[CH:3][C:2]([B:26]4[O:30][C:29]([CH3:32])([CH3:31])[C:28]([CH3:34])([CH3:33])[O:27]4)=[CH:10][CH:9]=3)[CH:5]=[N:6]2)(=[O:13])=[O:12])=[CH:15][CH:16]=1, predict the reactants needed to synthesize it. The reactants are: Br[C:2]1[CH:3]=[C:4]2[C:8](=[CH:9][CH:10]=1)[N:7]([S:11]([C:14]1[CH:19]=[CH:18][C:17]([CH3:20])=[CH:16][CH:15]=1)(=[O:13])=[O:12])[N:6]=[CH:5]2.C([O-])(=O)C.[K+].[B:26]1([B:26]2[O:30][C:29]([CH3:32])([CH3:31])[C:28]([CH3:34])([CH3:33])[O:27]2)[O:30][C:29]([CH3:32])([CH3:31])[C:28]([CH3:34])([CH3:33])[O:27]1. (4) Given the product [Cl:1][C:2]1[CH:3]=[C:4]([O:26][CH2:37][C:36]2[CH:35]=[CH:34][C:33]([S:30]([CH3:29])(=[O:32])=[O:31])=[CH:40][CH:39]=2)[CH:5]=[CH:6][C:7]=1[CH:8]([CH3:25])[C:9]([C:14]1[CH:15]=[N:16][C:17]2[C:22]([CH:23]=1)=[CH:21][CH:20]=[CH:19][CH:18]=2)([OH:24])[C:10]([F:11])([F:13])[F:12], predict the reactants needed to synthesize it. The reactants are: [Cl:1][C:2]1[CH:3]=[C:4]([OH:26])[CH:5]=[CH:6][C:7]=1[CH:8]([CH3:25])[C:9]([OH:24])([C:14]1[CH:15]=[N:16][C:17]2[C:22]([CH:23]=1)=[CH:21][CH:20]=[CH:19][CH:18]=2)[C:10]([F:13])([F:12])[F:11].[H-].[Na+].[CH3:29][S:30]([C:33]1[CH:40]=[CH:39][C:36]([CH2:37]Br)=[CH:35][CH:34]=1)(=[O:32])=[O:31].C(=O)([O-])[O-].[Cs+].[Cs+]. (5) Given the product [Cl:1][C:2]1[S:3][C:4]([S:8]([NH:18][CH:15]2[CH2:16][CH2:17][S:12](=[O:20])(=[O:19])[CH2:13][CH2:14]2)(=[O:10])=[O:9])=[C:5]([CH3:7])[N:6]=1, predict the reactants needed to synthesize it. The reactants are: [Cl:1][C:2]1[S:3][C:4]([S:8](Cl)(=[O:10])=[O:9])=[C:5]([CH3:7])[N:6]=1.[S:12]1(=[O:20])(=[O:19])[CH2:17][CH2:16][CH:15]([NH2:18])[CH2:14][CH2:13]1.C(N(CC)CC)C. (6) Given the product [F:19][C:16]1[CH:17]=[CH:18][C:5]2[N:4]([CH3:20])[C:3](=[O:21])[CH:2]([NH:1][C:23]([NH:22][C:25]3[CH:30]=[CH:29][C:28]([N:31]4[CH2:36][CH2:35][O:34][CH2:33][CH2:32]4)=[CH:27][C:26]=3[CH3:37])=[S:24])[N:8]=[C:7]([C:9]3[CH:10]=[CH:11][CH:12]=[CH:13][CH:14]=3)[C:6]=2[CH:15]=1, predict the reactants needed to synthesize it. The reactants are: [NH2:1][CH:2]1[N:8]=[C:7]([C:9]2[CH:14]=[CH:13][CH:12]=[CH:11][CH:10]=2)[C:6]2[CH:15]=[C:16]([F:19])[CH:17]=[CH:18][C:5]=2[N:4]([CH3:20])[C:3]1=[O:21].[N:22]([C:25]1[CH:30]=[CH:29][C:28]([N:31]2[CH2:36][CH2:35][O:34][CH2:33][CH2:32]2)=[CH:27][C:26]=1[CH3:37])=[C:23]=[S:24]. (7) Given the product [CH2:41]([N:43]1[CH2:48][CH2:47][N:46]([CH2:27][C:26]2[CH:25]=[CH:24][C:23]([C:20]3[C:18]4[N:19]=[C:14]([NH:13][C:10]5[CH:11]=[N:12][C:7]([N:4]6[CH2:5][CH2:6][O:1][CH2:2][CH2:3]6)=[CH:8][CH:9]=5)[N:15]=[CH:16][C:17]=4[S:22][CH:21]=3)=[CH:34][CH:33]=2)[CH2:45][CH2:44]1)[CH3:42], predict the reactants needed to synthesize it. The reactants are: [O:1]1[CH2:6][CH2:5][N:4]([C:7]2[N:12]=[CH:11][C:10]([NH:13][C:14]3[N:15]=[CH:16][C:17]4[S:22][CH:21]=[C:20]([C:23]5[CH:34]=[CH:33][C:26]([CH2:27]CS([O-])(=O)=O)=[CH:25][CH:24]=5)[C:18]=4[N:19]=3)=[CH:9][CH:8]=2)[CH2:3][CH2:2]1.C(=O)([O-])[O-].[K+].[K+].[CH2:41]([N:43]1[CH2:48][CH2:47][NH:46][CH2:45][CH2:44]1)[CH3:42]. (8) Given the product [CH3:20][C:21]1[CH:22]=[C:17]([C:15]([N:7]2[C:8]3[CH:14]=[CH:13][CH:12]=[CH:11][C:9]=3[CH2:10][N:4]3[CH:3]=[CH:2][CH:1]=[C:5]3[CH2:6]2)=[O:16])[CH:18]=[CH:19][C:32]=1[C:41]1[CH2:42][CH2:43][CH2:44][C:39](=[O:38])[C:40]=1[CH3:46], predict the reactants needed to synthesize it. The reactants are: [CH:1]1[CH:2]=[CH:3][N:4]2[CH2:10][C:9]3[CH:11]=[CH:12][CH:13]=[CH:14][C:8]=3[N:7]([C:15]([C:17]3[CH:22]=[CH:21][C:20](B4OC(C)(C)C(C)(C)O4)=[C:19]([CH3:32])[CH:18]=3)=[O:16])[CH2:6][C:5]=12.FC(F)(F)S([O:38][C:39]1[CH2:44][CH2:43][CH2:42][C:41](=O)[C:40]=1[CH3:46])(=O)=O.C(=O)([O-])[O-].[Na+].[Na+]. (9) Given the product [CH2:14]([NH:18][C:2]1[N:7]=[C:6]([NH:8][CH3:9])[N:5]=[C:4]([NH:10][CH2:11][C:12]#[CH:13])[N:3]=1)[CH2:15][CH2:16][CH3:17], predict the reactants needed to synthesize it. The reactants are: Cl[C:2]1[N:7]=[C:6]([NH:8][CH3:9])[N:5]=[C:4]([NH:10][CH2:11][C:12]#[CH:13])[N:3]=1.[CH2:14]([NH2:18])[CH2:15][CH2:16][CH3:17].C(NC1N=C(NC)N=C(NCC#C)N=1)C. (10) Given the product [CH:1]1([C:7]2([CH3:15])[N:11]([CH3:12])[C:10](=[O:13])[N:9]([CH2:17][C:18](=[O:19])[C:20]3[S:21][CH:22]=[CH:23][CH:24]=3)[C:8]2=[O:14])[CH2:2][CH2:3][CH2:4][CH2:5][CH2:6]1, predict the reactants needed to synthesize it. The reactants are: [CH:1]1([C:7]2([CH3:15])[N:11]([CH3:12])[C:10](=[O:13])[NH:9][C:8]2=[O:14])[CH2:6][CH2:5][CH2:4][CH2:3][CH2:2]1.Br[CH2:17][C:18]([C:20]1[S:21](=O)[CH:22]=[CH:23][CH:24]=1)=[O:19].